This data is from Full USPTO retrosynthesis dataset with 1.9M reactions from patents (1976-2016). The task is: Predict the reactants needed to synthesize the given product. (1) The reactants are: [N:1]1[CH:6]=[CH:5][CH:4]=[C:3]([C:7]2[C:15]3[O:14][CH:13]([CH2:16][NH2:17])[CH2:12][C:11]=3[CH:10]=[CH:9][CH:8]=2)[CH:2]=1.C(N(C(C)C)CC)(C)C.Cl[C:28]([O:30][CH2:31][C:32]1[CH:37]=[CH:36][CH:35]=[CH:34][CH:33]=1)=[O:29]. Given the product [CH2:31]([O:30][C:28](=[O:29])[NH:17][CH2:16][CH:13]1[CH2:12][C:11]2[CH:10]=[CH:9][CH:8]=[C:7]([C:3]3[CH:2]=[N:1][CH:6]=[CH:5][CH:4]=3)[C:15]=2[O:14]1)[C:32]1[CH:37]=[CH:36][CH:35]=[CH:34][CH:33]=1, predict the reactants needed to synthesize it. (2) The reactants are: [Cl:1][C:2]1[CH:7]=[CH:6][CH:5]=[CH:4][C:3]=1[C:8]1[CH:17]=[C:16]([CH2:18][OH:19])[CH:15]=[C:14]2[C:9]=1[CH2:10][NH:11][C:12](=[O:28])[N:13]2[C:20]1[C:25]([Cl:26])=[CH:24][CH:23]=[CH:22][C:21]=1[Cl:27].C[N+]1([O-])CCOCC1. Given the product [Cl:1][C:2]1[CH:7]=[CH:6][CH:5]=[CH:4][C:3]=1[C:8]1[CH:17]=[C:16]([CH:18]=[O:19])[CH:15]=[C:14]2[C:9]=1[CH2:10][NH:11][C:12](=[O:28])[N:13]2[C:20]1[C:21]([Cl:27])=[CH:22][CH:23]=[CH:24][C:25]=1[Cl:26], predict the reactants needed to synthesize it. (3) Given the product [Cl:1][C:2]1[CH:3]=[C:4]([NH:9][C:10]2[N:15]=[CH:14][N:13]=[C:12]([NH:16][C:17]3[CH:18]=[C:19]([NH:23][S:34]([CH:33]=[CH2:32])(=[O:36])=[O:35])[CH:20]=[CH:21][CH:22]=3)[CH:11]=2)[CH:5]=[CH:6][C:7]=1[F:8], predict the reactants needed to synthesize it. The reactants are: [Cl:1][C:2]1[CH:3]=[C:4]([NH:9][C:10]2[N:15]=[CH:14][N:13]=[C:12]([NH:16][C:17]3[CH:18]=[C:19]([NH2:23])[CH:20]=[CH:21][CH:22]=3)[CH:11]=2)[CH:5]=[CH:6][C:7]=1[F:8].C(N(CC)CC)C.Cl[CH2:32][CH2:33][S:34](Cl)(=[O:36])=[O:35]. (4) The reactants are: [H-].[Na+].[N+:3]([C:6]1[CH:14]=[C:13]2[C:9]([C:10]([C:15]3[CH:22]=[CH:21][C:18]([C:19]#[N:20])=[CH:17][CH:16]=3)=[CH:11][NH:12]2)=[CH:8][CH:7]=1)([O-:5])=[O:4].C([N:26]1C2C(=CC=C([N+]([O-])=O)C=2)C(C2C=CC(C#N)=CC=2)=C1)(C)C.S(=O)(O)[O-].[Na+]. Given the product [NH2:26][N:12]1[C:13]2[C:9](=[CH:8][CH:7]=[C:6]([N+:3]([O-:5])=[O:4])[CH:14]=2)[C:10]([C:15]2[CH:16]=[CH:17][C:18]([C:19]#[N:20])=[CH:21][CH:22]=2)=[CH:11]1, predict the reactants needed to synthesize it. (5) Given the product [Cl:1][C:2]1[C:3]([F:30])=[C:4]([C:8]#[C:9][C:10]2[CH:15]=[CH:14][C:13]([N:16]3[C:20](=[O:21])[N:19]([CH2:33][CH3:34])[C:18]([C:22]4[C:27]([F:28])=[CH:26][CH:25]=[CH:24][C:23]=4[Cl:29])=[N:17]3)=[CH:12][CH:11]=2)[CH:5]=[CH:6][CH:7]=1, predict the reactants needed to synthesize it. The reactants are: [Cl:1][C:2]1[C:3]([F:30])=[C:4]([C:8]#[C:9][C:10]2[CH:15]=[CH:14][C:13]([N:16]3[C:20](=[O:21])[NH:19][C:18]([C:22]4[C:27]([F:28])=[CH:26][CH:25]=[CH:24][C:23]=4[Cl:29])=[N:17]3)=[CH:12][CH:11]=2)[CH:5]=[CH:6][CH:7]=1.[H-].[Na+].[CH2:33](Br)[CH3:34].